Dataset: Drug-target binding data from BindingDB using Ki measurements. Task: Regression. Given a target protein amino acid sequence and a drug SMILES string, predict the binding affinity score between them. We predict pKi (pKi = -log10(Ki in M); higher means stronger inhibition). Dataset: bindingdb_ki. (1) The small molecule is O=C(O)c1cccc(NC(=O)c2[nH]c(C3CCCCC3)nc2COC23CC4CC(CC(C4)C2)C3)c1. The target protein (P30552) has sequence MELLKLNRSAQGSGAGPGASLCRAGGALLNSSGAGNLSCEPPRLRGAGTRELELAIRVTLYAVIFLMSVGGNVLIIVVLGLSRRLRTVTNAFLLSLAVSDLLLAVACMPFTLLPNLMGTFIFGTVVCKAVSYLMGVSVSVSTLSLVAIALERYSAICRPLQARVWQTRSHAARVIIATWMLSGLLMVPYPVYTAVQPAGGARALQCVHRWPSARVRQTWSVLLLLLLFFVPGVVMAVAYGLISRELYLGLRFDEDSDSESRVRSQGGLRGGAGPGPAPPNGSCRPEGGLAGEDGDGCYVQLPRSRQTLELSALTAPTPGPGGGPRPYQAKLLAKKRVVRMLLVIVVLFFLCWLPLYSANTWRAFDSSGAHRALSGAPISFIHLLSYASACVNPLVYCFMHRRFRQACLETCARCCPRPPRARPRPLPDEDPPTPSIASLSRLSYTTISTLGPG. The pKi is 8.0. (2) The small molecule is Nc1ncc(Cc2ccc(O)c(O)c2)c(N)n1. The target protein (P00376) has sequence MVRPLNCIVAVSQNMGIGKNGDLPWPPLRNEFQYFQRMTTVSSVEGKQNLVIMGRKTWFSIPEKNRPLKDRINIVLSRELKEPPKGAHFLAKSLDDALELIEDPELTNKVDVVWIVGGSSVYKEAMNKPGHVRLFVTRIMQEFESDAFFPEIDFEKYKLLPEYPGVPLDVQEEKGIKYKFEVYEKNN. The pKi is 4.3. (3) The small molecule is CSCC[C@@H](NC(=O)[C@@H](N)Cc1ccc(O)cc1)C(=O)NCC(=O)N[C@@H](Cc1ccccc1)C(=O)N1C[C@@H](O[C@@H]2O[C@H](CO)[C@H](O)[C@H](O)[C@H]2O)C[C@H]1C(N)=O. The target protein sequence is MEPSVIPGADIPDLYSINPFNVTFPDDVLSFVPDGRNYTEPNPVKSRGIIIAISITALYSVICVVGLLGNILVMYGVVRYTKLKTATNIYIFNLALADALATSTLPFQSTKYLMNTWPFGELLCKVVIAIDYYNMFTSIFTLTMMSVDRYIAVCHPVRALEFRTPIKAKIINVCIWILSSAVGVPIMIMAVTRVTNQNTTVCMLKFPDPDWYWDTVTKICVFIFAFVVPVLVITICYGLMILRLKSVRLLSGSKEKDRNMRRITRMVLVVVAAFIICWTPIHIFIIEKTLVDINQKNPFVIASWHLHRTGYTNSSLNPVLYAFLDENFKRCFRDFCLPFRTRADQSNLNRARNATREPVSVCALRIQERSRYD. The pKi is 6.3. (4) The compound is O=C1C(=O)N(CNc2ccccc2Br)c2ccccc21. The target protein (P12337) has sequence MWLCALALASLAACTAWGHPSAPPVVDTVHGKVLGKFVSLEGFAQPVAVFLGVPFAKPPLGSLRFAPPQPAESWSHVKNTTSYPPMCSQDAVSGHMLSELFTNRKENIPLKFSEDCLYLNIYTPADLTKRGRLPVMVWIHGGGLMVGGASTYDGLALSAHENVVVVTIQYRLGIWGFFSTGDEHSRGNWGHLDQVAALRWVQDNIANFGGDPGSVTIFGESAGGQSVSILLLSPLTKNLFHRAISESGVALLSSLFRKNTKSLAEKIAIEAGCKTTTSAVMVHCLRQKTEEELMEVTLKMKFMALDLVGDPKENTAFLTTVIDGVLLPKAPAEILAEKKYNMLPYMVGINQQEFGWIIPMQMLGYPLSEGKLDQKTATELLWKSYPIVNVSKELTPVATEKYLGGTDDPVKKKDLFLDMLADLLFGVPSVNVARHHRDAGAPTYMYEYRYRPSFSSDMRPKTVIGDHGDEIFSVLGAPFLKEGATEEEIKLSKMVMKYWA.... The pKi is 5.9. (5) The small molecule is CN=C(NS(=O)(=O)c1ccc(Cl)cc1)N1CC(c2ccccc2)C(c2ccc(Cl)cc2)=N1. The target protein (P32836) has sequence MSAPAQNNAEVPTFKLVLVGDGGTGKTTFVKRHLTGEFEKKYIATIGVEVHPLSFYTNFGEIKFDVWDTAGQEKFGGLRDGYYINAQCAIIMFDVTSRITYKNVPNWHRDLVRVCENIPIVLCGNKVDVKERKVKAKTITFHRKKNLQYYDISAKSNYNFEKPFLWLARKLAGNPQLEFVASPALAPPEVQVDEQLMHQYQQEMDQATALPLPDEDDADL. The pKi is 5.1.